Predict the reaction yield, written as a fraction of the theoretical maximum amount of product (1.0 means a 100% yield; for example, 0.34 means a 34% yield). From a dataset of Reaction yield outcomes from USPTO patents with 853,638 reactions. (1) The reactants are [F:1][C:2]1[CH:3]=[C:4]([OH:11])[CH:5]=[CH:6][C:7]=1[N+:8]([O-:10])=[O:9].[CH2:12](Br)[C:13]1[CH:18]=[CH:17][CH:16]=[CH:15][CH:14]=1.C([O-])([O-])=O.[K+].[K+].O. The catalyst is CC(C)=O. The product is [CH2:12]([O:11][C:4]1[CH:5]=[CH:6][C:7]([N+:8]([O-:10])=[O:9])=[C:2]([F:1])[CH:3]=1)[C:13]1[CH:18]=[CH:17][CH:16]=[CH:15][CH:14]=1. The yield is 0.920. (2) The reactants are [NH2:1][C@@H:2]([CH2:6][CH2:7][CH2:8][C:9]([O:11][CH3:12])=[O:10])[C:3]([OH:5])=[O:4].C([O-])(O)=O.[Na+].[CH3:18][C:19]([O:22][C:23](O[C:23]([O:22][C:19]([CH3:21])([CH3:20])[CH3:18])=[O:24])=[O:24])([CH3:21])[CH3:20]. The catalyst is O.O1CCOCC1. The product is [C:19]([O:22][C:23]([NH:1][C@@H:2]([CH2:6][CH2:7][CH2:8][C:9]([O:11][CH3:12])=[O:10])[C:3]([OH:5])=[O:4])=[O:24])([CH3:21])([CH3:20])[CH3:18]. The yield is 0.900. (3) The reactants are [Cl:1][C:2]1[C:3]([O:12][C:13]2[CH:18]=[C:17]([O:19][CH2:20][CH2:21][O:22][CH3:23])[CH:16]=[CH:15][C:14]=2[CH2:24][CH:25]([O:30][CH3:31])[C:26]([O:28]C)=[O:27])=[N:4][CH:5]=[C:6]([C:8]([F:11])([F:10])[F:9])[CH:7]=1.[OH-].[Na+].Cl.C1(C)C=CC=CC=1. The catalyst is O1CCCC1.CO. The product is [Cl:1][C:2]1[C:3]([O:12][C:13]2[CH:18]=[C:17]([O:19][CH2:20][CH2:21][O:22][CH3:23])[CH:16]=[CH:15][C:14]=2[CH2:24][CH:25]([O:30][CH3:31])[C:26]([OH:28])=[O:27])=[N:4][CH:5]=[C:6]([C:8]([F:9])([F:11])[F:10])[CH:7]=1. The yield is 0.540. (4) The reactants are C(P(C(C)(C)C)C1C=CC=CC=1C1C(C(C)C)=CC(C(C)C)=CC=1C(C)C)(C)(C)C.Br[C:32]1[N:33]=[C:34]2[CH:40]=[CH:39][N:38]([S:41]([C:44]3[CH:50]=[CH:49][C:47]([CH3:48])=[CH:46][CH:45]=3)(=[O:43])=[O:42])[C:35]2=[N:36][CH:37]=1.[C:51](=[O:58])([O:53][C:54]([CH3:57])([CH3:56])[CH3:55])[NH2:52].CC([O-])(C)C.[Na+]. The catalyst is C1C=CC(/C=C/C(/C=C/C2C=CC=CC=2)=O)=CC=1.C1C=CC(/C=C/C(/C=C/C2C=CC=CC=2)=O)=CC=1.C1C=CC(/C=C/C(/C=C/C2C=CC=CC=2)=O)=CC=1.[Pd].[Pd].O1CCOCC1. The product is [S:41]([N:38]1[C:35]2=[N:36][CH:37]=[C:32]([NH:52][C:51](=[O:58])[O:53][C:54]([CH3:57])([CH3:56])[CH3:55])[N:33]=[C:34]2[CH:40]=[CH:39]1)([C:44]1[CH:50]=[CH:49][C:47]([CH3:48])=[CH:46][CH:45]=1)(=[O:43])=[O:42]. The yield is 0.180.